This data is from Peptide-MHC class I binding affinity with 185,985 pairs from IEDB/IMGT. The task is: Regression. Given a peptide amino acid sequence and an MHC pseudo amino acid sequence, predict their binding affinity value. This is MHC class I binding data. (1) The peptide sequence is LINLVQYRI. The MHC is HLA-A02:02 with pseudo-sequence HLA-A02:02. The binding affinity (normalized) is 0.469. (2) The peptide sequence is DSPHYVPIL. The MHC is Mamu-A02 with pseudo-sequence Mamu-A02. The binding affinity (normalized) is 0.0537. (3) The peptide sequence is GLAGLQTDV. The MHC is HLA-B58:01 with pseudo-sequence HLA-B58:01. The binding affinity (normalized) is 0.0847. (4) The peptide sequence is GEIYKRWII. The MHC is HLA-B18:01 with pseudo-sequence HLA-B18:01. The binding affinity (normalized) is 0.285. (5) The peptide sequence is RYSIFFDY. The MHC is HLA-A29:02 with pseudo-sequence HLA-A29:02. The binding affinity (normalized) is 0.524.